This data is from Full USPTO retrosynthesis dataset with 1.9M reactions from patents (1976-2016). The task is: Predict the reactants needed to synthesize the given product. (1) Given the product [C:1]([O:5][C:6]([N:8]1[CH2:9][CH2:10][O:31][CH2:12][CH:13]1[C:14]1[NH:15][C:16]([C:19]2[CH:24]=[CH:23][C:22]([Br:25])=[CH:21][CH:20]=2)=[CH:17][N:18]=1)=[O:7])([CH3:4])([CH3:3])[CH3:2], predict the reactants needed to synthesize it. The reactants are: [C:1]([O:5][C:6]([N:8]1[CH:13]([C:14]2[NH:15][C:16]([C:19]3[CH:24]=[CH:23][C:22]([Br:25])=[CH:21][CH:20]=3)=[CH:17][N:18]=2)[CH:12]2C[CH:9]1[CH2:10]C2)=[O:7])([CH3:4])([CH3:3])[CH3:2].C([O:31]C(N1CCOCC1)=O)(C)(C)C.C(OC(N1CC2CC1CC2)=O)(C)(C)C. (2) Given the product [Cl:1][C:2]1[CH:10]=[CH:9][CH:8]=[C:7]2[C:3]=1[C:4]([C:17]([OH:22])=[O:23])=[CH:5][N:6]2[CH2:11][CH2:12][O:13][CH:14]1[CH2:15][CH2:16]1, predict the reactants needed to synthesize it. The reactants are: [Cl:1][C:2]1[CH:10]=[CH:9][CH:8]=[C:7]2[C:3]=1[C:4]([C:17](=[O:22])C(F)(F)F)=[CH:5][N:6]2[CH2:11][CH2:12][O:13][CH:14]1[CH2:16][CH2:15]1.[OH-:23].[Na+].Cl. (3) Given the product [Br:1][C:2]1[CH:8]=[C:7]([Cl:9])[CH:6]=[C:5]([CH2:10][CH3:11])[C:3]=1[CH2:24][C:23]([Br:12])([Cl:26])[Cl:25], predict the reactants needed to synthesize it. The reactants are: [Br:1][C:2]1[CH:8]=[C:7]([Cl:9])[CH:6]=[C:5]([CH2:10][CH3:11])[C:3]=1N.[BrH:12].N([O-])=O.[Na+].NC(N)=O.[Li+].[Br-].[C:23]([Cl:26])([Cl:25])=[CH2:24]. (4) The reactants are: C(OC([N:8]1[CH:12]=[CH:11][CH:10]=[C:9]1B(O)O)=O)(C)(C)C.Br[C:17]1[CH:18]=[C:19]([C:24]2[C:25]([C:29]3[CH:34]=[CH:33][CH:32]=[C:31]([CH3:35])[N:30]=3)=[N:26][NH:27][CH:28]=2)[CH:20]=[CH:21][C:22]=1[F:23].CO.C[O-].[Na+]. Given the product [F:23][C:22]1[CH:17]=[CH:18][C:19]([C:24]2[C:25]([C:29]3[CH:34]=[CH:33][CH:32]=[C:31]([CH3:35])[N:30]=3)=[N:26][NH:27][CH:28]=2)=[CH:20][C:21]=1[C:9]1[NH:8][CH:12]=[CH:11][CH:10]=1, predict the reactants needed to synthesize it.